From a dataset of Catalyst prediction with 721,799 reactions and 888 catalyst types from USPTO. Predict which catalyst facilitates the given reaction. (1) Reactant: [C:1]([O:4][C:5]1[CH:24]=[CH:23][C:8]([C:9]2[CH2:10][O:11][C:12]3[C:17]([CH:18]=2)=[CH:16][CH:15]=[C:14]([O:19][C:20](=[O:22])[CH3:21])[CH:13]=3)=[CH:7][CH:6]=1)(=[O:3])[CH3:2].[CH:25]1C=CC([C+](C2C=CC=CC=2)C2C=CC=CC=2)=CC=1.F[P-](F)(F)(F)(F)F.C[Zn]C. Product: [C:1]([O:4][C:5]1[CH:24]=[CH:23][C:8]([C:9]2[CH:10]([CH3:25])[O:11][C:12]3[C:17]([CH:18]=2)=[CH:16][CH:15]=[C:14]([O:19][C:20](=[O:22])[CH3:21])[CH:13]=3)=[CH:7][CH:6]=1)(=[O:3])[CH3:2]. The catalyst class is: 4. (2) Reactant: C(OC[O:5][CH2:6][C:7]1[CH:12]=[CH:11][C:10]2[O:13][CH2:14][O:15][C:9]=2[C:8]=1[S:16]([CH3:19])(=[O:18])=[O:17])C.FC(F)(F)C(O)=O. The catalyst class is: 4. Product: [CH3:19][S:16]([C:8]1[C:9]2[O:15][CH2:14][O:13][C:10]=2[CH:11]=[CH:12][C:7]=1[CH2:6][OH:5])(=[O:17])=[O:18]. (3) Reactant: [Cl:1][C:2]1[CH:9]=[CH:8][C:5]([CH2:6]Br)=[CH:4][CH:3]=1.[CH3:10][CH:11]1[CH2:16][NH:15][CH2:14][CH2:13][NH:12]1.C(N(CC)CC)C.C(=O)(O)[O-].[Na+]. Product: [Cl:1][C:2]1[CH:9]=[CH:8][C:5]([CH2:6][N:15]2[CH2:14][CH2:13][NH:12][CH:11]([CH3:10])[CH2:16]2)=[CH:4][CH:3]=1. The catalyst class is: 3. (4) Reactant: Br[C:2]1[CH:7]=[CH:6][C:5]([Cl:8])=[CH:4][C:3]=1[N+:9]([O-:11])=[O:10].[CH3:12][C:13]([C:15]1[CH:16]=[CH:17][C:18]([OH:21])=[CH:19][CH:20]=1)=[O:14].C([O-])([O-])=O.[K+].[K+].O. Product: [Cl:8][C:5]1[CH:6]=[CH:7][C:2]([O:21][C:18]2[CH:19]=[CH:20][C:15]([C:13](=[O:14])[CH3:12])=[CH:16][CH:17]=2)=[C:3]([N+:9]([O-:11])=[O:10])[CH:4]=1. The catalyst class is: 3. (5) Reactant: [CH2:1]([CH:3]([CH2:15][CH3:16])[CH2:4][NH:5][CH2:6][C:7]1[S:11][C:10](B(O)O)=[CH:9][CH:8]=1)[CH3:2].Br[C:18]1[CH:19]=[C:20]2[C:24](=[C:25]([C:27]([NH2:29])=[O:28])[CH:26]=1)[NH:23][CH:22]=[C:21]2[CH:30]1[CH2:35][CH2:34][N:33]([S:36]([CH2:39][CH3:40])(=[O:38])=[O:37])[CH2:32][CH2:31]1.C([O-])([O-])=O.[K+].[K+]. Product: [CH2:1]([CH:3]([CH2:15][CH3:16])[CH2:4][NH:5][CH2:6][C:7]1[S:11][C:10]([C:18]2[CH:19]=[C:20]3[C:24](=[C:25]([C:27]([NH2:29])=[O:28])[CH:26]=2)[NH:23][CH:22]=[C:21]3[CH:30]2[CH2:31][CH2:32][N:33]([S:36]([CH2:39][CH3:40])(=[O:37])=[O:38])[CH2:34][CH2:35]2)=[CH:9][CH:8]=1)[CH3:2]. The catalyst class is: 70. (6) Reactant: CC([O-])(C)C.[K+].[N:7]1[CH:12]=[CH:11][CH:10]=[CH:9][C:8]=1[CH2:13][N:14]1[CH2:19][CH2:18][C:17]2[S:20][CH:21]=[CH:22][C:16]=2[CH2:15]1.[SiH:23]([CH2:28][CH3:29])([CH2:26][CH3:27])[CH2:24][CH3:25]. The catalyst class is: 1. Product: [N:7]1[CH:12]=[CH:11][CH:10]=[CH:9][C:8]=1[CH2:13][N:14]1[CH2:19][CH2:18][C:17]2[S:20][C:21]([Si:23]([CH2:28][CH3:29])([CH2:26][CH3:27])[CH2:24][CH3:25])=[CH:22][C:16]=2[CH2:15]1.